This data is from Catalyst prediction with 721,799 reactions and 888 catalyst types from USPTO. The task is: Predict which catalyst facilitates the given reaction. Reactant: [C:1]([Cl:4])(Cl)=[O:2].[CH3:5][O:6][C:7]1[CH:8]=[C:9](NC)[CH:10]=[C:11]([O:13][CH3:14])[CH:12]=1.[CH2:17]([N:19](CC)CC)C. Product: [CH3:14][O:13][C:11]1[CH:10]=[C:9]([CH2:17][NH:19][C:1]([Cl:4])=[O:2])[CH:8]=[C:7]([O:6][CH3:5])[CH:12]=1. The catalyst class is: 451.